Dataset: Peptide-MHC class II binding affinity with 134,281 pairs from IEDB. Task: Regression. Given a peptide amino acid sequence and an MHC pseudo amino acid sequence, predict their binding affinity value. This is MHC class II binding data. (1) The peptide sequence is EEQEQWKTANEAVQD. The MHC is HLA-DQA10102-DQB10501 with pseudo-sequence HLA-DQA10102-DQB10501. The binding affinity (normalized) is 0. (2) The peptide sequence is PKKYFAATQFEPLAA. The MHC is DRB1_0701 with pseudo-sequence DRB1_0701. The binding affinity (normalized) is 0.784.